This data is from Catalyst prediction with 721,799 reactions and 888 catalyst types from USPTO. The task is: Predict which catalyst facilitates the given reaction. (1) Reactant: [CH2:1]1[C:10]2[C:5](=[CH:6][CH:7]=[CH:8][CH:9]=2)[CH2:4][CH2:3][NH:2]1.C(N(CC)CC)C.[Cl:18][C:19]([Cl:26])([Cl:25])[CH2:20][O:21][C:22](Cl)=[O:23]. Product: [Cl:18][C:19]([Cl:26])([Cl:25])[CH2:20][O:21][C:22]([N:2]1[CH2:3][CH2:4][C:5]2[C:10](=[CH:9][CH:8]=[CH:7][CH:6]=2)[CH2:1]1)=[O:23]. The catalyst class is: 4. (2) Reactant: [Cl:1][C:2]1[C:3]([OH:13])=[N:4][C:5]([S:11][CH3:12])=[N:6][C:7]=1[CH2:8][O:9][CH3:10].[F:14][C:15]([F:28])([F:27])[S:16](O[S:16]([C:15]([F:28])([F:27])[F:14])(=[O:18])=[O:17])(=[O:18])=[O:17].N1C(C)=CC=CC=1C.O. Product: [F:14][C:15]([F:28])([F:27])[S:16]([O:13][C:3]1[C:2]([Cl:1])=[C:7]([CH2:8][O:9][CH3:10])[N:6]=[C:5]([S:11][CH3:12])[N:4]=1)(=[O:18])=[O:17]. The catalyst class is: 2. (3) The catalyst class is: 11. Product: [CH2:19]([N:9]([CH2:2][C:3]1[CH:8]=[CH:7][CH:6]=[CH:5][CH:4]=1)[C:10]1[CH:15]=[C:14]([CH3:16])[C:13]([I:17])=[CH:12][C:11]=1[CH3:18])[C:20]1[CH:21]=[CH:22][CH:23]=[CH:24][CH:25]=1. Reactant: Cl.[CH2:2]([N:9]([CH2:19][C:20]1[CH:25]=[CH:24][CH:23]=[CH:22][CH:21]=1)[C:10]1[CH:15]=[C:14]([CH3:16])[C:13]([I:17])=[CH:12][C:11]=1[CH3:18])[C:3]1[CH:8]=[CH:7][CH:6]=[CH:5][CH:4]=1.[OH-].[Na+]. (4) Reactant: [C:1]([N:4]1[CH2:9][CH2:8][N:7]([C:10]2[N:15]3[CH:16]=[N:17][CH:18]=[C:14]3[C:13]([Cl:19])=[CH:12][C:11]=2[C:20](=O)[CH3:21])[CH2:6][CH2:5]1)(=[O:3])[CH3:2].C([O-])(=O)C.[NH4+].C([BH3-])#[N:29].[Na+]. Product: [C:1]([N:4]1[CH2:9][CH2:8][N:7]([C:10]2[N:15]3[CH:16]=[N:17][CH:18]=[C:14]3[C:13]([Cl:19])=[CH:12][C:11]=2[CH:20]([NH2:29])[CH3:21])[CH2:6][CH2:5]1)(=[O:3])[CH3:2]. The catalyst class is: 449. (5) Reactant: [F:1][C:2]1[CH:7]=[CH:6][CH:5]=[C:4]([F:8])[C:3]=1[NH:9][C:10]([C@@H:12]1[C:20]2[C:15](=[CH:16][CH:17]=[CH:18][CH:19]=2)[CH2:14][NH:13]1)=[O:11].[C:21]([O:25][C:26]([NH:28][C@@H:29]([CH:33]1[CH2:38][CH2:37][CH2:36][CH2:35][CH2:34]1)[C:30](O)=[O:31])=[O:27])([CH3:24])([CH3:23])[CH3:22].CN(C(ON1N=NC2C=CC=NC1=2)=[N+](C)C)C.F[P-](F)(F)(F)(F)F.CCN(C(C)C)C(C)C. Product: [C:21]([O:25][C:26](=[O:27])[NH:28][C@@H:29]([CH:33]1[CH2:34][CH2:35][CH2:36][CH2:37][CH2:38]1)[C:30]([N:13]1[CH2:14][C:15]2[C:20](=[CH:19][CH:18]=[CH:17][CH:16]=2)[C@H:12]1[C:10](=[O:11])[NH:9][C:3]1[C:4]([F:8])=[CH:5][CH:6]=[CH:7][C:2]=1[F:1])=[O:31])([CH3:24])([CH3:22])[CH3:23]. The catalyst class is: 18. (6) Product: [Cl:9][C:5]1[C:6]([CH3:8])=[CH:7][C:2]2[N:3]([CH:11]=[CH:16][N:1]=2)[N:4]=1.[Cl:18][C:14]1[CH:15]=[C:16]([CH3:17])[C:11]2[N:12]([CH:20]=[CH:21][N:10]=2)[N:13]=1. Reactant: [NH2:1][C:2]1[N:3]=[N:4][C:5]([Cl:9])=[C:6]([CH3:8])[CH:7]=1.[NH2:10][C:11]1[N:12]=[N:13][C:14]([Cl:18])=[CH:15][C:16]=1[CH3:17].Cl[CH2:20][CH:21]=O.C(=O)(O)[O-].[Na+]. The catalyst class is: 6.